This data is from Catalyst prediction with 721,799 reactions and 888 catalyst types from USPTO. The task is: Predict which catalyst facilitates the given reaction. (1) Reactant: [Cl:1][C:2]1[C:3]([C:29]([NH:31][CH:32]2[CH2:34][CH2:33]2)=[O:30])=[CH:4][C:5]2[N:9]=[C:8]([C:10]([NH:12][CH:13]([C:18]3[CH:23]=[CH:22][CH:21]=[C:20]([C:24]([F:27])([F:26])[F:25])[CH:19]=3)[C:14]([F:17])([F:16])[F:15])=[O:11])[NH:7][C:6]=2[CH:28]=1.[H-].[Na+].I[CH2:38][CH3:39].O. Product: [Cl:1][C:2]1[C:3]([C:29]([NH:31][CH:32]2[CH2:34][CH2:33]2)=[O:30])=[CH:4][C:5]2[N:9]([CH2:38][CH3:39])[C:8]([C:10]([NH:12][CH:13]([C:18]3[CH:23]=[CH:22][CH:21]=[C:20]([C:24]([F:25])([F:27])[F:26])[CH:19]=3)[C:14]([F:15])([F:16])[F:17])=[O:11])=[N:7][C:6]=2[CH:28]=1.[Cl:1][C:2]1[C:3]([C:29]([NH:31][CH:32]2[CH2:34][CH2:33]2)=[O:30])=[CH:4][C:5]2[N:9]=[C:8]([C:10]([NH:12][CH:13]([C:18]3[CH:23]=[CH:22][CH:21]=[C:20]([C:24]([F:25])([F:27])[F:26])[CH:19]=3)[C:14]([F:15])([F:16])[F:17])=[O:11])[N:7]([CH2:38][CH3:39])[C:6]=2[CH:28]=1. The catalyst class is: 42. (2) Reactant: [CH:1]([N:14]1[CH2:17][CH:16]([O:18][C:19]2[CH:24]=[CH:23][CH:22]=[CH:21][C:20]=2Br)[CH2:15]1)([C:8]1[CH:13]=[CH:12][CH:11]=[CH:10][CH:9]=1)[C:2]1[CH:7]=[CH:6][CH:5]=[CH:4][CH:3]=1.[NH:26]1[CH2:31][CH2:30][NH:29][CH2:28][CH2:27]1.C1C=CC(P(C2C(C3C(P(C4C=CC=CC=4)C4C=CC=CC=4)=CC=C4C=3C=CC=C4)=C3C(C=CC=C3)=CC=2)C2C=CC=CC=2)=CC=1.CC(C)([O-])C.[Na+]. Product: [CH:1]([N:14]1[CH2:17][CH:16]([O:18][C:19]2[CH:24]=[CH:23][CH:22]=[CH:21][C:20]=2[N:26]2[CH2:31][CH2:30][NH:29][CH2:28][CH2:27]2)[CH2:15]1)([C:8]1[CH:13]=[CH:12][CH:11]=[CH:10][CH:9]=1)[C:2]1[CH:7]=[CH:6][CH:5]=[CH:4][CH:3]=1. The catalyst class is: 187. (3) Reactant: Br[C:2]1[CH:7]=[CH:6][CH:5]=[C:4]([CH2:8][CH3:9])[CH:3]=1.[Mg].[C:11](=[O:13])=[O:12].Cl. Product: [CH2:8]([C:4]1[CH:3]=[C:2]([CH:7]=[CH:6][CH:5]=1)[C:11]([OH:13])=[O:12])[CH3:9]. The catalyst class is: 7. (4) Reactant: C([Li])CCC.C1(C)C=CC(S([CH:15]([N+:23]#[C-:24])[C:16]2[CH:21]=[CH:20][C:19]([F:22])=[CH:18][CH:17]=2)(=O)=O)=CC=1.[Br-].[Li+].[N:28]1[CH:33]=[CH:32][C:31]([CH:34]=[CH:35][C:36]([O:38][CH2:39][CH3:40])=[O:37])=[CH:30][CH:29]=1. Product: [CH2:39]([O:38][C:36]([C:35]1[C:34]([C:31]2[CH:32]=[CH:33][N:28]=[CH:29][CH:30]=2)=[C:15]([C:16]2[CH:17]=[CH:18][C:19]([F:22])=[CH:20][CH:21]=2)[NH:23][CH:24]=1)=[O:37])[CH3:40]. The catalyst class is: 392. (5) Product: [Br:1][C:2]1[CH:11]=[C:10]2[C:5]([N:6]=[CH:7][C:8]3[N:9]2[CH:14]=[N:13][N:12]=3)=[CH:4][CH:3]=1. Reactant: [Br:1][C:2]1[CH:11]=[C:10]2[C:5]([N:6]=[CH:7][C:8]([NH:12][NH2:13])=[N:9]2)=[CH:4][CH:3]=1.[CH:14](OCC)(OCC)OCC. The catalyst class is: 27. (6) Reactant: Cl[C:2]1[C:11]2[C:6](=[CH:7][CH:8]=[CH:9][CH:10]=2)[C:5](=[O:12])[NH:4][N:3]=1.CC1(C)C(C)(C)OB([C:21]2[CH:26]=[CH:25][C:24]([CH2:27][C:28]([O:30][CH2:31][CH3:32])=[O:29])=[CH:23][CH:22]=2)O1.[O-]P([O-])([O-])=O.[K+].[K+].[K+].O1CCOCC1. Product: [O:12]=[C:5]1[C:6]2[C:11](=[CH:10][CH:9]=[CH:8][CH:7]=2)[C:2]([C:21]2[CH:26]=[CH:25][C:24]([CH2:27][C:28]([O:30][CH2:31][CH3:32])=[O:29])=[CH:23][CH:22]=2)=[N:3][NH:4]1. The catalyst class is: 103. (7) Reactant: C[O:2][C:3](=[O:25])[C:4]1[CH:9]=[CH:8][CH:7]=[C:6]([C:10]2[N:11]=[C:12](Cl)[C:13]3[N:14]([C:16](=[O:23])[N:17]([C:19]([CH3:22])([CH3:21])[CH3:20])[N:18]=3)[CH:15]=2)[CH:5]=1.[CH:26]([NH2:29])([CH3:28])[CH3:27]. Product: [C:19]([N:17]1[C:16](=[O:23])[N:14]2[CH:15]=[C:10]([C:6]3[CH:5]=[C:4]([CH:9]=[CH:8][CH:7]=3)[C:3]([OH:2])=[O:25])[N:11]=[C:12]([NH:29][CH:26]([CH3:28])[CH3:27])[C:13]2=[N:18]1)([CH3:21])([CH3:20])[CH3:22]. The catalyst class is: 49.